From a dataset of Reaction yield outcomes from USPTO patents with 853,638 reactions. Predict the reaction yield, written as a fraction of the theoretical maximum amount of product (1.0 means a 100% yield; for example, 0.34 means a 34% yield). The reactants are [CH2:1]([S:3][C:4]1[CH:9]=[CH:8][C:7]([N+:10]([O-:12])=[O:11])=[CH:6][CH:5]=1)[CH3:2].I(O)(=O)(=O)=[O:14].C(Cl)Cl.O.O.O.O.O.S([O-])([O-])(=O)=S.[Na+].[Na+]. The catalyst is C(#N)C.[Fe](Cl)(Cl)Cl. The product is [CH2:1]([S:3]([C:4]1[CH:9]=[CH:8][C:7]([N+:10]([O-:12])=[O:11])=[CH:6][CH:5]=1)=[O:14])[CH3:2]. The yield is 0.680.